From a dataset of Forward reaction prediction with 1.9M reactions from USPTO patents (1976-2016). Predict the product of the given reaction. (1) Given the reactants [Cl:1][C:2]1[C:7]([O:8]C)=[CH:6][C:5]([NH:10][C:11]2[C:20]3[C:15](=[CH:16][C:17]([O:23][CH2:24][CH:25]4[CH2:30][CH2:29][N:28]([CH3:31])[CH2:27][CH2:26]4)=[C:18]([O:21][CH3:22])[CH:19]=3)[N:14]=[CH:13][N:12]=2)=[C:4]([O:32]C)[CH:3]=1.C(Cl)(Cl)Cl.C(=O)(O)[O-].[Na+], predict the reaction product. The product is: [Cl:1][C:2]1[C:7]([CH:6]=[C:5]([NH:10][C:11]2[C:20]3[C:15](=[CH:16][C:17]([O:23][CH2:24][CH:25]4[CH2:30][CH2:29][N:28]([CH3:31])[CH2:27][CH2:26]4)=[C:18]([O:21][CH3:22])[CH:19]=3)[N:14]=[CH:13][N:12]=2)[C:4](=[O:32])[CH:3]=1)=[O:8]. (2) Given the reactants [Cl:1][C:2]([CH2:13][CH2:14][C:15]1[CH:24]=[CH:23][C:22]([O:25][CH3:26])=[C:21]2[C:16]=1[CH:17]=[CH:18][C:19](=[O:28])[N:20]2[CH3:27])(C(OCC)=O)[C:3]([O:5]CC)=[O:4].C(O)(=O)C.Cl.O, predict the reaction product. The product is: [Cl:1][CH:2]([CH2:13][CH2:14][C:15]1[CH:24]=[CH:23][C:22]([O:25][CH3:26])=[C:21]2[C:16]=1[CH:17]=[CH:18][C:19](=[O:28])[N:20]2[CH3:27])[C:3]([OH:5])=[O:4].